Dataset: Full USPTO retrosynthesis dataset with 1.9M reactions from patents (1976-2016). Task: Predict the reactants needed to synthesize the given product. (1) Given the product [N:1]1([C:14](=[O:15])[CH:13]=[C:12]([CH3:17])[CH3:11])[C:10]2[C:5](=[CH:6][CH:7]=[CH:8][CH:9]=2)[CH2:4][CH2:3][CH2:2]1, predict the reactants needed to synthesize it. The reactants are: [NH:1]1[C:10]2[C:5](=[CH:6][CH:7]=[CH:8][CH:9]=2)[CH2:4][CH2:3][CH2:2]1.[CH3:11][C:12]([CH3:17])=[CH:13][C:14](Cl)=[O:15].Cl. (2) Given the product [CH3:55][CH:9]1[NH:8][CH2:13][CH2:12][N:11]([C:14]2[C:23]([O:24][CH3:25])=[C:22]3[C:17]([C:18](=[O:53])[C:19]([C:29]([O:31][CH2:32][CH2:33][CH2:34][CH2:35][CH:36]([P:45]([OH:47])([OH:50])=[O:46])[P:37]([OH:39])([OH:42])=[O:38])=[O:30])=[CH:20][N:21]3[CH:26]3[CH2:28][CH2:27]3)=[CH:16][C:15]=2[F:54])[CH2:10]1, predict the reactants needed to synthesize it. The reactants are: C(OC([N:8]1[CH2:13][CH2:12][N:11]([C:14]2[C:23]([O:24][CH3:25])=[C:22]3[C:17]([C:18](=[O:53])[C:19]([C:29]([O:31][CH2:32][CH2:33][CH2:34][CH2:35][CH:36]([P:45]([O:50]CC)([O:47]CC)=[O:46])[P:37]([O:42]CC)([O:39]CC)=[O:38])=[O:30])=[CH:20][N:21]3[CH:26]3[CH2:28][CH2:27]3)=[CH:16][C:15]=2[F:54])[CH2:10][CH:9]1[CH3:55])=O)(C)(C)C.Br[Si](C)(C)C.